From a dataset of Forward reaction prediction with 1.9M reactions from USPTO patents (1976-2016). Predict the product of the given reaction. (1) Given the reactants [CH3:1][C:2]1[CH:9]=[CH:8][C:5]([CH:6]=[CH2:7])=[CH:4][CH:3]=1.[Cl:10][SiH:11]([Cl:13])[Cl:12], predict the reaction product. The product is: [Cl:10][Si:11]([Cl:13])([Cl:12])[CH:6]([C:5]1[CH:8]=[CH:9][C:2]([CH3:1])=[CH:3][CH:4]=1)[CH2:7][Si:11]([Cl:13])([Cl:12])[Cl:10].[CH3:1][C:2]1[CH:9]=[CH:8][C:5]([CH2:6][CH2:7][Si:11]([Cl:13])([Cl:12])[Cl:10])=[CH:4][CH:3]=1. (2) Given the reactants [OH:1][CH:2]([CH2:17][CH2:18][CH2:19][CH2:20][C:21]1[CH:26]=[CH:25][CH:24]=[CH:23][CH:22]=1)[CH2:3][C:4]([C:6]1[O:7][C:8]([C:11]2[CH:16]=[CH:15][CH:14]=[CH:13][N:12]=2)=[CH:9][N:10]=1)=[O:5].CC(OI1(OC(C)=O)(OC(C)=O)OC(=O)C2C=CC=CC1=2)=O, predict the reaction product. The product is: [C:21]1([CH2:20][CH2:19][CH2:18][CH2:17][C:2](=[O:1])[CH2:3][C:4]([C:6]2[O:7][C:8]([C:11]3[CH:16]=[CH:15][CH:14]=[CH:13][N:12]=3)=[CH:9][N:10]=2)=[O:5])[CH:22]=[CH:23][CH:24]=[CH:25][CH:26]=1. (3) Given the reactants [CH:1]1([C@H:6]2[C:38](=[O:39])[N:37]3[CH2:40][C@@H:34]([CH2:35][C@H:36]3[C:41](=[O:57])[NH:42][C@:43]3([C:48](=[O:56])[NH:49][S:50]([CH:53]4[CH2:55][CH2:54]4)(=[O:52])=[O:51])[CH2:45][C@H:44]3[CH:46]=[CH2:47])[O:33][C:18]3=[N:19][C:20]4[CH:21]=[CH:22][CH:23]=[CH:24][C:25]=4[C:26]([O:27][CH2:28][C:29]([O:31]C)=[O:30])=[C:17]3[CH2:16][CH:15]=[CH:14][CH2:13][CH2:12][C@@H:11]3[CH2:58][CH2:59][CH2:60][C@H:10]3[O:9][C:8](=[O:61])[NH:7]2)[CH2:5][CH2:4][CH2:3][CH2:2]1.O.[Li+].[OH-], predict the reaction product. The product is: [CH:1]1([C@H:6]2[C:38](=[O:39])[N:37]3[CH2:40][C@@H:34]([CH2:35][C@H:36]3[C:41](=[O:57])[NH:42][C@:43]3([C:48](=[O:56])[NH:49][S:50]([CH:53]4[CH2:54][CH2:55]4)(=[O:51])=[O:52])[CH2:45][C@H:44]3[CH:46]=[CH2:47])[O:33][C:18]3=[N:19][C:20]4[CH:21]=[CH:22][CH:23]=[CH:24][C:25]=4[C:26]([O:27][CH2:28][C:29]([OH:31])=[O:30])=[C:17]3[CH2:16][CH:15]=[CH:14][CH2:13][CH2:12][C@@H:11]3[CH2:58][CH2:59][CH2:60][C@H:10]3[O:9][C:8](=[O:61])[NH:7]2)[CH2:5][CH2:4][CH2:3][CH2:2]1. (4) Given the reactants [F:1][C:2]1[CH:3]=[C:4]2[C:8](=[CH:9][CH:10]=1)[NH:7][C:6]([CH3:11])=[CH:5]2.Cl[C:13]1[C:22]2[C:17](=[C:18]([C:23]([F:26])([F:25])[F:24])[CH:19]=[CH:20][CH:21]=2)[N:16]=[CH:15][CH:14]=1, predict the reaction product. The product is: [F:1][C:2]1[CH:3]=[C:4]2[C:8](=[CH:9][CH:10]=1)[NH:7][C:6]([CH3:11])=[C:5]2[C:13]1[C:22]2[C:17](=[C:18]([C:23]([F:26])([F:24])[F:25])[CH:19]=[CH:20][CH:21]=2)[N:16]=[CH:15][CH:14]=1. (5) Given the reactants C([O-])(=O)C.[K+].[Br:6]Br.[CH3:8][O:9][CH2:10][CH2:11][N:12]1[C:16]([CH2:17][CH:18]2[CH2:23][CH2:22][O:21][CH2:20][CH2:19]2)=[CH:15][C:14]([C:24]#[N:25])=[N:13]1.S([O-])(O)=O.[Na+], predict the reaction product. The product is: [Br:6][C:15]1[C:14]([C:24]#[N:25])=[N:13][N:12]([CH2:11][CH2:10][O:9][CH3:8])[C:16]=1[CH2:17][CH:18]1[CH2:23][CH2:22][O:21][CH2:20][CH2:19]1. (6) Given the reactants [Cl:1][C:2]1[CH:7]=[CH:6][C:5]([C:8]2[S:12][CH:11]([C:13]3[CH:23]=[CH:22][CH:21]=[CH:20][C:14]=3[O:15][CH2:16][C:17]([NH2:19])=[O:18])[NH:10][N:9]=2)=[CH:4][CH:3]=1.CCN(C(C)C)C(C)C.[F:33][C:34]1[CH:42]=[C:41]([F:43])[CH:40]=[C:39]([F:44])[C:35]=1[C:36](Cl)=[O:37], predict the reaction product. The product is: [Cl:1][C:2]1[CH:3]=[CH:4][C:5]([C:8]2[S:12][CH:11]([C:13]3[CH:23]=[CH:22][CH:21]=[CH:20][C:14]=3[O:15][CH2:16][C:17]([NH2:19])=[O:18])[N:10]([C:36](=[O:37])[C:35]3[C:39]([F:44])=[CH:40][C:41]([F:43])=[CH:42][C:34]=3[F:33])[N:9]=2)=[CH:6][CH:7]=1. (7) Given the reactants [CH2:1]([NH:8][C:9](=O)[CH2:10][CH2:11][CH2:12][C:13]1[CH:18]=[CH:17][CH:16]=[CH:15][CH:14]=1)[C:2]1[CH:7]=[CH:6][CH:5]=[CH:4][CH:3]=1.COC1C=CC(P2(SP(C3C=CC(OC)=CC=3)(=S)S2)=[S:29])=CC=1, predict the reaction product. The product is: [CH2:1]([NH:8][C:9](=[S:29])[CH2:10][CH2:11][CH2:12][C:13]1[CH:18]=[CH:17][CH:16]=[CH:15][CH:14]=1)[C:2]1[CH:7]=[CH:6][CH:5]=[CH:4][CH:3]=1.